From a dataset of NCI-60 drug combinations with 297,098 pairs across 59 cell lines. Regression. Given two drug SMILES strings and cell line genomic features, predict the synergy score measuring deviation from expected non-interaction effect. Drug 1: CC1=C(C=C(C=C1)NC2=NC=CC(=N2)N(C)C3=CC4=NN(C(=C4C=C3)C)C)S(=O)(=O)N.Cl. Drug 2: CC1=C(C(CCC1)(C)C)C=CC(=CC=CC(=CC(=O)O)C)C. Cell line: A549. Synergy scores: CSS=13.0, Synergy_ZIP=-0.926, Synergy_Bliss=-1.80, Synergy_Loewe=-7.89, Synergy_HSA=-1.27.